Dataset: Experimentally validated miRNA-target interactions with 360,000+ pairs, plus equal number of negative samples. Task: Binary Classification. Given a miRNA mature sequence and a target amino acid sequence, predict their likelihood of interaction. The miRNA is mmu-miR-449b with sequence AGGCAGUGUUGUUAGCUGGC. The protein sequence of the target gene is MADEEKLPPGWEKRMSRSSGRVYYFNHITNASQWERPSGGSTVGGSSKNGQGEPAKVRCSHLLVKHSQSRRPSSWRQEKITRSKEEALELINGYIQKIKSGEEDFESLASQFSDCSSAKARGDLGPFSRGQMQKPFEDASFALRTGEMSGPVFTDSGIHIILRTE. Result: 1 (interaction).